This data is from Merck oncology drug combination screen with 23,052 pairs across 39 cell lines. The task is: Regression. Given two drug SMILES strings and cell line genomic features, predict the synergy score measuring deviation from expected non-interaction effect. (1) Drug 1: N.N.O=C(O)C1(C(=O)O)CCC1.[Pt]. Drug 2: COC1CC2CCC(C)C(O)(O2)C(=O)C(=O)N2CCCCC2C(=O)OC(C(C)CC2CCC(OP(C)(C)=O)C(OC)C2)CC(=O)C(C)C=C(C)C(O)C(OC)C(=O)C(C)CC(C)C=CC=CC=C1C. Cell line: MSTO. Synergy scores: synergy=21.8. (2) Drug 2: Cn1cc(-c2cnn3c(N)c(Br)c(C4CCCNC4)nc23)cn1. Synergy scores: synergy=-30.8. Cell line: SW837. Drug 1: CCC1(O)CC2CN(CCc3c([nH]c4ccccc34)C(C(=O)OC)(c3cc4c(cc3OC)N(C)C3C(O)(C(=O)OC)C(OC(C)=O)C5(CC)C=CCN6CCC43C65)C2)C1. (3) Drug 1: CCC1(O)CC2CN(CCc3c([nH]c4ccccc34)C(C(=O)OC)(c3cc4c(cc3OC)N(C)C3C(O)(C(=O)OC)C(OC(C)=O)C5(CC)C=CCN6CCC43C65)C2)C1. Drug 2: CC1(c2nc3c(C(N)=O)cccc3[nH]2)CCCN1. Cell line: NCIH460. Synergy scores: synergy=-15.4. (4) Drug 1: CCC1=CC2CN(C1)Cc1c([nH]c3ccccc13)C(C(=O)OC)(c1cc3c(cc1OC)N(C)C1C(O)(C(=O)OC)C(OC(C)=O)C4(CC)C=CCN5CCC31C54)C2. Drug 2: O=C(CCCCCCC(=O)Nc1ccccc1)NO. Cell line: A2058. Synergy scores: synergy=-40.1. (5) Drug 1: O=S1(=O)NC2(CN1CC(F)(F)F)C1CCC2Cc2cc(C=CCN3CCC(C(F)(F)F)CC3)ccc2C1. Drug 2: CCC1=CC2CN(C1)Cc1c([nH]c3ccccc13)C(C(=O)OC)(c1cc3c(cc1OC)N(C)C1C(O)(C(=O)OC)C(OC(C)=O)C4(CC)C=CCN5CCC31C54)C2. Cell line: MDAMB436. Synergy scores: synergy=-0.236. (6) Drug 1: NC(=O)c1cccc2cn(-c3ccc(C4CCCNC4)cc3)nc12. Drug 2: CC(C)CC(NC(=O)C(Cc1ccccc1)NC(=O)c1cnccn1)B(O)O. Cell line: COLO320DM. Synergy scores: synergy=-15.2. (7) Drug 2: COC1CC2CCC(C)C(O)(O2)C(=O)C(=O)N2CCCCC2C(=O)OC(C(C)CC2CCC(OP(C)(C)=O)C(OC)C2)CC(=O)C(C)C=C(C)C(O)C(OC)C(=O)C(C)CC(C)C=CC=CC=C1C. Synergy scores: synergy=44.7. Cell line: EFM192B. Drug 1: COc1cc(C2c3cc4c(cc3C(OC3OC5COC(C)OC5C(O)C3O)C3COC(=O)C23)OCO4)cc(OC)c1O.